From a dataset of Forward reaction prediction with 1.9M reactions from USPTO patents (1976-2016). Predict the product of the given reaction. (1) Given the reactants [F:1][C:2]1[CH:3]=[CH:4][C:5]2[O:9][C:8]([CH:10]=[O:11])=[C:7]([CH2:12][O:13][CH2:14][CH2:15][O:16][CH3:17])[C:6]=2[CH:18]=1.[CH:19]1([Mg]Br)[CH2:24][CH2:23][CH2:22][CH2:21][CH2:20]1.[Cl-].[NH4+].C[N+]1([O-])CCOCC1, predict the reaction product. The product is: [CH:19]1([C:10]([C:8]2[O:9][C:5]3[CH:4]=[CH:3][C:2]([F:1])=[CH:18][C:6]=3[C:7]=2[CH2:12][O:13][CH2:14][CH2:15][O:16][CH3:17])=[O:11])[CH2:24][CH2:23][CH2:22][CH2:21][CH2:20]1. (2) The product is: [CH3:19][S:16]([N:11]1[C:12]2[C:7](=[CH:6][C:5]([O:4][CH3:3])=[CH:14][CH:13]=2)[CH2:8][CH2:9][C:10]1=[O:15])(=[O:18])=[O:17]. Given the reactants [H-].[Na+].[CH3:3][O:4][C:5]1[CH:6]=[C:7]2[C:12](=[CH:13][CH:14]=1)[NH:11][C:10](=[O:15])[CH2:9][CH2:8]2.[S:16](Cl)([CH3:19])(=[O:18])=[O:17], predict the reaction product.